From a dataset of Reaction yield outcomes from USPTO patents with 853,638 reactions. Predict the reaction yield, written as a fraction of the theoretical maximum amount of product (1.0 means a 100% yield; for example, 0.34 means a 34% yield). (1) The reactants are [CH3:1][O:2][C:3]1[CH:4]=[C:5]([CH:7]=[C:8]([O:11][CH3:12])[C:9]=1[CH3:10])[NH2:6].C(=O)([O-])[O-].[K+].[K+].[CH3:19][C:20]([O:23][C:24](O[C:24]([O:23][C:20]([CH3:22])([CH3:21])[CH3:19])=[O:25])=[O:25])([CH3:22])[CH3:21]. The catalyst is O1CCOCC1.O. The product is [C:20]([O:23][C:24](=[O:25])[NH:6][C:5]1[CH:7]=[C:8]([O:11][CH3:12])[C:9]([CH3:10])=[C:3]([O:2][CH3:1])[CH:4]=1)([CH3:22])([CH3:21])[CH3:19]. The yield is 0.810. (2) The reactants are [Na].[CH3:2][NH:3][C:4]([NH:6][CH2:7][C:8]1([C:13]2[CH:18]=[CH:17][CH:16]=[CH:15][CH:14]=2)[O:12][CH2:11][CH2:10][O:9]1)=[O:5].[CH2:19]([CH:26]([C:32]([O:34]CC)=O)[C:27]([O:29]CC)=O)[C:20]1[CH:25]=[CH:24][CH:23]=[CH:22][CH:21]=1. The catalyst is CCO. The product is [CH2:19]([CH:26]1[C:27](=[O:29])[N:3]([CH3:2])[C:4](=[O:5])[N:6]([CH2:7][C:8]2([C:13]3[CH:18]=[CH:17][CH:16]=[CH:15][CH:14]=3)[O:9][CH2:10][CH2:11][O:12]2)[C:32]1=[O:34])[C:20]1[CH:21]=[CH:22][CH:23]=[CH:24][CH:25]=1. The yield is 0.200. (3) The product is [C:2]([CH2:5][N:6]([CH:80]([CH3:82])[CH3:81])[C:7]([C:9]1[N:10]=[C:11]([N:14]2[CH2:17][CH:16]([S:18][C:19]3[C@H:20]([CH3:33])[C@@H:21]4[C@@H:28]([C@H:29]([OH:31])[CH3:30])[C:27](=[O:32])[N:22]4[C:23]=3[C:24]([O:26][CH2:63][C:64]3[CH:65]=[CH:66][C:67]([N+:70]([O-:72])=[O:71])=[CH:68][CH:69]=3)=[O:25])[CH2:15]2)[S:12][CH:13]=1)=[O:8])#[N:3]. The catalyst is CN(C)C=O.C(#N)C.C(OCC)(=O)C. The reactants are [Na+].[C:2]([CH2:5][NH:6][C:7]([C:9]1[N:10]=[C:11]([N:14]2[CH2:17][CH:16]([S:18][C:19]3[C@H:20]([CH3:33])[C@@H:21]4[C@@H:28]([C@H:29]([OH:31])[CH3:30])[C:27](=[O:32])[N:22]4[C:23]=3[C:24]([O-:26])=[O:25])[CH2:15]2)[S:12][CH:13]=1)=[O:8])(=O)[NH2:3].C(O)(=O)C.NN.C1(P(OC2[C@H](C)[C@H]3[C@@H]([C@H](O)C)C(=O)N3C=2C(O[CH2:63][C:64]2[CH:69]=[CH:68][C:67]([N+:70]([O-:72])=[O:71])=[CH:66][CH:65]=2)=O)(C2C=CC=CC=2)=O)C=CC=CC=1.[CH:80](N(C(C)C)CC)([CH3:82])[CH3:81].C(=O)([O-])O.[Na+]. The yield is 0.390. (4) The reactants are C([O:5][C:6]([N:8]1[CH2:13][CH2:12][N:11]([C:14]2[CH:19]=[CH:18][C:17]([N:20]3[CH2:24][C@H:23]([CH2:25][NH:26][C:27]([O:29]C)=[S:28])[O:22][C:21]3=[O:31])=[CH:16][C:15]=2[F:32])[CH2:10][CH2:9]1)=O)(C)(C)C.F[C:34](F)(F)C(O)=O.C(N(CC)CC)C.C([N:49]1[CH:53]=[CH:52][N:51]=[CH:50]1)([N:49]1[CH:53]=[CH:52][N:51]=[CH:50]1)=O. The catalyst is C(Cl)Cl.O. The product is [N:49]1([C:6]([N:8]2[CH2:9][CH2:10][N:11]([C:14]3[CH:19]=[CH:18][C:17]([N:20]4[CH2:24][C@H:23]([CH2:25][NH:26][C:27](=[O:28])[S:29][CH3:34])[O:22][C:21]4=[O:31])=[CH:16][C:15]=3[F:32])[CH2:12][CH2:13]2)=[O:5])[CH:53]=[CH:52][N:51]=[CH:50]1. The yield is 0.116. (5) The reactants are [F:1][C:2]([F:36])([F:35])[C:3]1[CH:4]=[C:5]([CH:28]=[C:29]([C:31]([F:34])([F:33])[F:32])[CH:30]=1)[CH2:6][N:7]1[CH2:14][CH2:13][CH2:12][O:11][C:10]2[N:15]=[C:16](Cl)[CH:17]=[C:18]([C:19]3[CH:24]=[CH:23][C:22]([F:25])=[CH:21][CH:20]=3)[C:9]=2[C:8]1=[O:27].C(OC([N:44]1[CH2:49][CH2:48][NH:47][CH2:46][CH2:45]1)=O)(C)(C)C.[CH3:50][S:51](Cl)(=[O:53])=[O:52]. No catalyst specified. The product is [F:1][C:2]([F:36])([F:35])[C:3]1[CH:4]=[C:5]([CH:28]=[C:29]([C:31]([F:34])([F:33])[F:32])[CH:30]=1)[CH2:6][N:7]1[CH2:14][CH2:13][CH2:12][O:11][C:10]2[N:15]=[C:16]([N:47]3[CH2:48][CH2:49][N:44]([S:51]([CH3:50])(=[O:53])=[O:52])[CH2:45][CH2:46]3)[CH:17]=[C:18]([C:19]3[CH:24]=[CH:23][C:22]([F:25])=[CH:21][CH:20]=3)[C:9]=2[C:8]1=[O:27]. The yield is 0.240. (6) The reactants are [OH:1][C:2]1[CH:9]=[CH:8][C:5]([CH:6]=[O:7])=[CH:4][CH:3]=1.[C:10]([N:17]1[CH2:22][CH2:21][NH:20][CH2:19][CH2:18]1)([O:12][C:13]([CH3:16])([CH3:15])[CH3:14])=[O:11].[CH2:23]=O. The catalyst is CCO. The product is [CH:6]([C:5]1[CH:4]=[CH:3][C:2]([OH:1])=[C:9]([CH2:23][N:20]2[CH2:19][CH2:18][N:17]([C:10]([O:12][C:13]([CH3:16])([CH3:15])[CH3:14])=[O:11])[CH2:22][CH2:21]2)[CH:8]=1)=[O:7]. The yield is 0.700.